The task is: Predict the product of the given reaction.. This data is from Forward reaction prediction with 1.9M reactions from USPTO patents (1976-2016). Given the reactants [CH:1]1[C:14]2[C:5](=[N:6][CH:7]=[C:8]3[C:13]=2[CH:12]=[CH:11][CH:10]=[CH:9]3)[CH:4]=[CH:3][CH:2]=1.[CH:15]1([C:19](Cl)=[O:20])[CH2:18][CH2:17][CH2:16]1.[S:22]1[CH:26]=[CH:25][CH:24]=[C:23]1[Mg]Br, predict the reaction product. The product is: [CH:15]1([C:19]([N:6]2[CH:7]([C:23]3[S:22][CH:26]=[CH:25][CH:24]=3)[C:8]3[C:13](=[CH:12][CH:11]=[CH:10][CH:9]=3)[C:14]3[CH:1]=[CH:2][CH:3]=[CH:4][C:5]2=3)=[O:20])[CH2:18][CH2:17][CH2:16]1.